Task: Predict the reactants needed to synthesize the given product.. Dataset: Full USPTO retrosynthesis dataset with 1.9M reactions from patents (1976-2016) (1) Given the product [CH2:1]([O:8][C:9]([NH:11][C@H:12]([C:19]([NH:22][C:23]1[CH:24]=[C:25]([CH2:30][C@H:31]([CH3:37])[C:32]([O:34][CH2:35][CH3:36])=[O:33])[CH:26]=[CH:27][C:28]=1[F:29])=[O:21])[C@H:13]([C:15]([F:16])([F:17])[F:18])[CH3:14])=[O:10])[C:2]1[CH:3]=[CH:4][CH:5]=[CH:6][CH:7]=1, predict the reactants needed to synthesize it. The reactants are: [CH2:1]([O:8][C:9]([NH:11][C@H:12]([C:19]([OH:21])=O)[C@H:13]([C:15]([F:18])([F:17])[F:16])[CH3:14])=[O:10])[C:2]1[CH:7]=[CH:6][CH:5]=[CH:4][CH:3]=1.[NH2:22][C:23]1[CH:24]=[C:25]([CH2:30][C@H:31]([CH3:37])[C:32]([O:34][CH2:35][CH3:36])=[O:33])[CH:26]=[CH:27][C:28]=1[F:29].CN(C(ON1N=NC2C=CC=NC1=2)=[N+](C)C)C.F[P-](F)(F)(F)(F)F. (2) Given the product [ClH:51].[CH3:32][N:17]1[C:16]2[C:15]([C:33]#[N:34])=[C:14]([N:11]3[CH2:12][CH2:13][NH:8][CH2:9][CH2:10]3)[N:22]([CH2:23][C:24]3[CH:25]=[CH:26][CH:27]=[CH:28][CH:29]=3)[C:21]=2[C:20](=[O:30])[N:19]([CH3:37])[C:18]1=[O:31], predict the reactants needed to synthesize it. The reactants are: C(OC([N:8]1[CH2:13][CH2:12][N:11]([C:14]2[N:22]([CH2:23][C:24]3[CH:29]=[CH:28][CH:27]=[CH:26][CH:25]=3)[C:21]3[C:20](=[O:30])[NH:19][C:18](=[O:31])[N:17]([CH3:32])[C:16]=3[C:15]=2[C:33]#[N:34])[CH2:10][CH2:9]1)=O)(C)(C)C.IC.[C:37](=O)([O-])[O-].[K+].[K+].C(O)(C(F)(F)F)=O.C(Cl)[Cl:51]. (3) Given the product [CH2:1]([N:3]1[C:11]2[C:6](=[CH:7][C:8]([N:12]([CH2:26][CH2:27][C:28]3[CH:29]=[N:30][C:31]([C:34]([F:36])([F:35])[F:37])=[CH:32][CH:33]=3)[C:13](=[O:14])[C@@H:15]([OH:22])[C:16]3[CH:17]=[CH:18][CH:19]=[CH:20][CH:21]=3)=[CH:9][CH:10]=2)[C:5]([CH3:38])=[N:4]1)[CH3:2], predict the reactants needed to synthesize it. The reactants are: [CH2:1]([N:3]1[C:11]2[C:6](=[CH:7][C:8]([N:12]([CH2:26][CH2:27][C:28]3[CH:29]=[N:30][C:31]([C:34]([F:37])([F:36])[F:35])=[CH:32][CH:33]=3)[C:13]([C@@H:15]([O:22]C(=O)C)[C:16]3[CH:21]=[CH:20][CH:19]=[CH:18][CH:17]=3)=[O:14])=[CH:9][CH:10]=2)[C:5]([CH3:38])=[N:4]1)[CH3:2].O.[OH-].[Li+]. (4) The reactants are: S(Cl)([Cl:3])=O.[CH3:5][O:6][C:7]1[CH:8]=[C:9]([CH:13]=[CH:14][N:15]=1)[C:10](O)=[O:11]. Given the product [CH3:5][O:6][C:7]1[CH:8]=[C:9]([CH:13]=[CH:14][N:15]=1)[C:10]([Cl:3])=[O:11], predict the reactants needed to synthesize it. (5) The reactants are: N1C(C)=CC=CC=1C.[F:9][C:10]([F:23])([F:22])[S:11]([O:14]S(C(F)(F)F)(=O)=O)(=[O:13])=[O:12].[Cl:24][C:25]1[CH:33]=[C:29]([C:30]([OH:32])=[O:31])[C:28](O)=[C:27]([N+:35]([O-:37])=[O:36])[CH:26]=1. Given the product [Cl:24][C:25]1[CH:26]=[C:27]([N+:35]([O-:37])=[O:36])[C:28]([O:14][S:11]([C:10]([F:23])([F:22])[F:9])(=[O:13])=[O:12])=[C:29]([CH:33]=1)[C:30]([OH:32])=[O:31], predict the reactants needed to synthesize it. (6) Given the product [NH2:26][C:23]([C:20]1[CH:19]=[CH:18][C:17]([NH:16][C:15]2[C:14]3[C:9](=[CH:10][CH:11]=[C:12]([C:34]4[CH:35]=[C:36]([Cl:42])[C:37]([OH:41])=[C:38]([Cl:40])[CH:39]=4)[CH:13]=3)[N:8]=[CH:7][C:6]=2[C:4]([CH:1]2[CH2:2][CH2:3]2)=[O:5])=[CH:22][CH:21]=1)([CH3:25])[CH3:24], predict the reactants needed to synthesize it. The reactants are: [CH:1]1([C:4]([C:6]2[CH:7]=[N:8][C:9]3[C:14]([C:15]=2[NH:16][C:17]2[CH:22]=[CH:21][C:20]([C:23]([NH:26]C(=O)OC(C)(C)C)([CH3:25])[CH3:24])=[CH:19][CH:18]=2)=[CH:13][C:12]([C:34]2[CH:39]=[C:38]([Cl:40])[C:37]([OH:41])=[C:36]([Cl:42])[CH:35]=2)=[CH:11][CH:10]=3)=[O:5])[CH2:3][CH2:2]1.C(O)(C(F)(F)F)=O. (7) Given the product [F:1][C:2]1[CH:7]=[CH:6][C:5]([C:8]2[N:12]=[C:11]([S:13][CH3:14])[N:10]([CH2:15][CH2:16][CH2:17][O:18][CH3:19])[C:9]=2[C:20]2[CH:25]=[CH:24][N:23]=[C:22]([NH2:26])[CH:21]=2)=[CH:4][CH:3]=1, predict the reactants needed to synthesize it. The reactants are: [F:1][C:2]1[CH:7]=[CH:6][C:5]([C:8]2[N:12]=[C:11]([S:13][CH3:14])[N:10]([CH2:15][CH2:16][CH2:17][O:18][CH3:19])[C:9]=2[C:20]2[CH:25]=[CH:24][N:23]=[C:22]([NH:26]C(=O)C)[CH:21]=2)=[CH:4][CH:3]=1.[OH-].[Na+].